Task: Predict the reactants needed to synthesize the given product.. Dataset: Full USPTO retrosynthesis dataset with 1.9M reactions from patents (1976-2016) Given the product [CH3:7][O:8][C:9]1[CH:10]=[CH:11][C:12]([C:15]2[C:23]3[C:22]([NH:24][C@H:25]4[CH2:30][CH2:29][CH2:28][C@H:27]([O:31][CH2:40][CH2:39][C:38]#[N:41])[CH2:26]4)=[N:21][CH:20]=[N:19][C:18]=3[O:17][C:16]=2[C:32]2[CH:33]=[CH:34][CH:35]=[CH:36][CH:37]=2)=[CH:13][CH:14]=1, predict the reactants needed to synthesize it. The reactants are: CC(C)([O-])C.[K+].[CH3:7][O:8][C:9]1[CH:14]=[CH:13][C:12]([C:15]2[C:23]3[C:22]([NH:24][C@H:25]4[CH2:30][CH2:29][CH2:28][C@H:27]([OH:31])[CH2:26]4)=[N:21][CH:20]=[N:19][C:18]=3[O:17][C:16]=2[C:32]2[CH:37]=[CH:36][CH:35]=[CH:34][CH:33]=2)=[CH:11][CH:10]=1.[C:38](#[N:41])[CH:39]=[CH2:40].